This data is from Reaction yield outcomes from USPTO patents with 853,638 reactions. The task is: Predict the reaction yield, written as a fraction of the theoretical maximum amount of product (1.0 means a 100% yield; for example, 0.34 means a 34% yield). The reactants are Br[C:2]1[CH:3]=[CH:4][C:5]2[N:6]([CH:8]=[N:9][N:10]=2)[CH:7]=1.C(Cl)Cl.C(=O)([O-])[O-].[Na+].[Na+].N#N.[F:22][C:23]1[CH:28]=[C:27]([F:29])[CH:26]=[CH:25][C:24]=1[S:30]([NH:33][C:34]1[C:35]([O:49][CH3:50])=[N:36][CH:37]=[C:38](B2OC(C)(C)C(C)(C)O2)[CH:39]=1)(=[O:32])=[O:31]. The catalyst is O1CCOCC1.O.C1C=CC(P(C2C=CC=CC=2)[C-]2C=CC=C2)=CC=1.C1C=CC(P(C2C=CC=CC=2)[C-]2C=CC=C2)=CC=1.Cl[Pd]Cl.[Fe+2]. The yield is 0.473. The product is [N:10]1[N:9]=[CH:8][N:6]2[CH:7]=[C:2]([C:38]3[CH:39]=[C:34]([NH:33][S:30]([C:24]4[CH:25]=[CH:26][C:27]([F:29])=[CH:28][C:23]=4[F:22])(=[O:32])=[O:31])[C:35]([O:49][CH3:50])=[N:36][CH:37]=3)[CH:3]=[CH:4][C:5]=12.